From a dataset of NCI-60 drug combinations with 297,098 pairs across 59 cell lines. Regression. Given two drug SMILES strings and cell line genomic features, predict the synergy score measuring deviation from expected non-interaction effect. (1) Drug 1: C1=CN(C(=O)N=C1N)C2C(C(C(O2)CO)O)O.Cl. Drug 2: CNC(=O)C1=NC=CC(=C1)OC2=CC=C(C=C2)NC(=O)NC3=CC(=C(C=C3)Cl)C(F)(F)F. Cell line: OVCAR-4. Synergy scores: CSS=-0.0895, Synergy_ZIP=-0.984, Synergy_Bliss=-1.86, Synergy_Loewe=-5.77, Synergy_HSA=-4.13. (2) Drug 2: C1CC(=O)NC(=O)C1N2C(=O)C3=CC=CC=C3C2=O. Synergy scores: CSS=20.4, Synergy_ZIP=11.2, Synergy_Bliss=15.2, Synergy_Loewe=8.50, Synergy_HSA=14.9. Drug 1: C1=CC(=CC=C1CC(C(=O)O)N)N(CCCl)CCCl.Cl. Cell line: UACC62. (3) Drug 1: CS(=O)(=O)C1=CC(=C(C=C1)C(=O)NC2=CC(=C(C=C2)Cl)C3=CC=CC=N3)Cl. Drug 2: CN1CCC(CC1)COC2=C(C=C3C(=C2)N=CN=C3NC4=C(C=C(C=C4)Br)F)OC. Cell line: TK-10. Synergy scores: CSS=13.2, Synergy_ZIP=-1.86, Synergy_Bliss=4.43, Synergy_Loewe=-7.44, Synergy_HSA=4.61. (4) Drug 1: C1=CC(=CC=C1C#N)C(C2=CC=C(C=C2)C#N)N3C=NC=N3. Drug 2: CN(CC1=CN=C2C(=N1)C(=NC(=N2)N)N)C3=CC=C(C=C3)C(=O)NC(CCC(=O)O)C(=O)O. Cell line: U251. Synergy scores: CSS=54.1, Synergy_ZIP=16.9, Synergy_Bliss=9.79, Synergy_Loewe=-8.05, Synergy_HSA=11.3. (5) Drug 1: C1=CC(=C2C(=C1NCCNCCO)C(=O)C3=C(C=CC(=C3C2=O)O)O)NCCNCCO. Drug 2: CCCCC(=O)OCC(=O)C1(CC(C2=C(C1)C(=C3C(=C2O)C(=O)C4=C(C3=O)C=CC=C4OC)O)OC5CC(C(C(O5)C)O)NC(=O)C(F)(F)F)O. Cell line: M14. Synergy scores: CSS=27.3, Synergy_ZIP=1.72, Synergy_Bliss=1.64, Synergy_Loewe=-8.00, Synergy_HSA=2.77. (6) Drug 1: COC1=C(C=C2C(=C1)N=CN=C2NC3=CC(=C(C=C3)F)Cl)OCCCN4CCOCC4. Drug 2: CC1C(C(CC(O1)OC2CC(CC3=C2C(=C4C(=C3O)C(=O)C5=CC=CC=C5C4=O)O)(C(=O)C)O)N)O. Cell line: 786-0. Synergy scores: CSS=38.4, Synergy_ZIP=-0.376, Synergy_Bliss=-1.36, Synergy_Loewe=-1.46, Synergy_HSA=-0.489. (7) Drug 1: CN1C2=C(C=C(C=C2)N(CCCl)CCCl)N=C1CCCC(=O)O.Cl. Drug 2: CC1CCC2CC(C(=CC=CC=CC(CC(C(=O)C(C(C(=CC(C(=O)CC(OC(=O)C3CCCCN3C(=O)C(=O)C1(O2)O)C(C)CC4CCC(C(C4)OC)O)C)C)O)OC)C)C)C)OC. Cell line: SW-620. Synergy scores: CSS=2.49, Synergy_ZIP=4.82, Synergy_Bliss=-0.171, Synergy_Loewe=-1.90, Synergy_HSA=-0.415.